This data is from Forward reaction prediction with 1.9M reactions from USPTO patents (1976-2016). The task is: Predict the product of the given reaction. (1) Given the reactants C1CCC(N=C=NC2CCCCC2)CC1.[Br:16][CH2:17]/[CH:18]=[CH:19]/[C:20]([OH:22])=O.[F:23][C:24]1[CH:29]=[CH:28][C:27]([NH:30][C:31]2[C:32]3[CH:40]=[C:39]([NH2:41])[N:38]=[CH:37][C:33]=3[N:34]=[CH:35][N:36]=2)=[CH:26][C:25]=1[C:42]([F:45])([F:44])[F:43].C(N(C(C)C)CC)(C)C, predict the reaction product. The product is: [Br:16][CH2:17]/[CH:18]=[CH:19]/[C:20]([NH:41][C:39]1[N:38]=[CH:37][C:33]2[N:34]=[CH:35][N:36]=[C:31]([NH:30][C:27]3[CH:28]=[CH:29][C:24]([F:23])=[C:25]([C:42]([F:45])([F:44])[F:43])[CH:26]=3)[C:32]=2[CH:40]=1)=[O:22]. (2) Given the reactants [Br:1][C:2]1[CH:9]=[CH:8][C:5]([CH:6]=O)=[C:4]([OH:10])[CH:3]=1.C(=O)([O-])[O-].[K+].[K+].Cl[CH2:18][C:19]([O:21]C)=[O:20].[OH-].[K+], predict the reaction product. The product is: [Br:1][C:2]1[CH:9]=[CH:8][C:5]2[CH:6]=[C:18]([C:19]([OH:21])=[O:20])[O:10][C:4]=2[CH:3]=1. (3) The product is: [CH3:1][C:2]1[CH:7]=[C:6]2[C:5](=[C:4]([N+:10]([O-:12])=[O:11])[CH:3]=1)[NH:9][N:13]=[CH:8]2. Given the reactants [CH3:1][C:2]1[CH:7]=[C:6]([CH3:8])[C:5]([NH2:9])=[C:4]([N+:10]([O-:12])=[O:11])[CH:3]=1.[N:13]([O-])=O.[Na+], predict the reaction product.